Dataset: Full USPTO retrosynthesis dataset with 1.9M reactions from patents (1976-2016). Task: Predict the reactants needed to synthesize the given product. Given the product [S:8]1[CH:9]=[C:5]([C:14]#[N:15])[C:6]2[CH:13]=[CH:12][CH:11]=[CH:10][C:7]1=2, predict the reactants needed to synthesize it. The reactants are: [C-]#N.[Na+].Br[C:5]1[C:6]2[CH:13]=[CH:12][CH:11]=[CH:10][C:7]=2[S:8][CH:9]=1.[CH3:14][NH:15]CCNC.[OH-].[NH4+].